This data is from Full USPTO retrosynthesis dataset with 1.9M reactions from patents (1976-2016). The task is: Predict the reactants needed to synthesize the given product. (1) The reactants are: [CH2:1]([O:3][C:4]([C:6]1[S:7][CH:8]=[C:9]([C:11]([OH:13])=O)[N:10]=1)=[O:5])[CH3:2].ClC1C(Cl)=C([C:22]2S[C:25]([C:27]3OC(C(O)(C)C)=NN=3)=[N:24][C:23]=2C(N2CCOC[C@@H]2C)=O)C=CC=1S(N[C@@H](C)C(F)(F)F)(=O)=O.C(NCC)C.CN(C(ON1N=NC2C=CC=NC1=2)=[N+](C)C)C.F[P-](F)(F)(F)(F)F. Given the product [CH2:23]([N:24]([CH2:25][CH3:27])[C:11]([C:9]1[N:10]=[C:6]([C:4]([O:3][CH2:1][CH3:2])=[O:5])[S:7][CH:8]=1)=[O:13])[CH3:22], predict the reactants needed to synthesize it. (2) Given the product [Cl:1][C:2]1[CH:10]=[CH:9][C:8]2[N:7](/[CH:11]=[C:12](/[C:15]3[CH:20]=[CH:19][C:18]([O:21][CH3:22])=[CH:17][CH:16]=3)\[CH3:13])[C:6]3[CH2:23][CH2:24][N:25]([CH3:27])[CH2:26][C:5]=3[C:4]=2[CH:3]=1, predict the reactants needed to synthesize it. The reactants are: [Cl:1][C:2]1[CH:10]=[CH:9][C:8]2[N:7]([CH2:11][C:12]([C:15]3[CH:20]=[CH:19][C:18]([O:21][CH3:22])=[CH:17][CH:16]=3)(O)[CH3:13])[C:6]3[CH2:23][CH2:24][N:25]([CH3:27])[CH2:26][C:5]=3[C:4]=2[CH:3]=1.S(=O)(=O)(O)O.C(=O)([O-])O.[Na+]. (3) Given the product [CH:1]([C:3]1[CH:11]=[CH:10][CH:9]=[C:8]2[C:4]=1[CH2:5][CH2:6][C:7](=[O:28])[NH:12]2)=[CH2:2], predict the reactants needed to synthesize it. The reactants are: [CH:1]([C:3]1[CH:11]=[CH:10][CH:9]=[C:8]2[C:4]=1[CH2:5][CH2:6][C:7]2=[N:12]OS(C1C=CC(C)=CC=1)(=O)=O)=[CH2:2].Cl[Al](Cl)Cl.[OH2:28]. (4) Given the product [CH2:36]([C:35]1[N:1]=[C:2]([C:4]2[CH:29]=[CH:28][C:7]([O:8][CH2:9][CH2:10][CH2:11][O:12][C:13]3[CH:14]=[C:15]4[C:19](=[CH:20][CH:21]=3)[C@H:18]([CH2:22][C:23]([O:25][CH2:26][CH3:27])=[O:24])[CH2:17][CH2:16]4)=[C:6]([CH2:30][CH2:31][CH3:32])[CH:5]=2)[S:3][CH:34]=1)[CH3:37], predict the reactants needed to synthesize it. The reactants are: [NH2:1][C:2]([C:4]1[CH:29]=[CH:28][C:7]([O:8][CH2:9][CH2:10][CH2:11][O:12][C:13]2[CH:14]=[C:15]3[C:19](=[CH:20][CH:21]=2)[C@H:18]([CH2:22][C:23]([O:25][CH2:26][CH3:27])=[O:24])[CH2:17][CH2:16]3)=[C:6]([CH2:30][CH2:31][CH3:32])[CH:5]=1)=[S:3].Br[CH2:34][C:35](=O)[CH2:36][CH3:37]. (5) Given the product [Cl:1][C:2]1[CH:3]=[CH:4][C:5]([CH:8]2[C:12]3[N:13]([CH3:19])[N:14]=[C:15]([CH:16]4[CH2:17][CH2:18]4)[C:11]=3[C:10](=[O:20])[N:9]2[C:22]2[CH:23]=[C:24]([CH3:33])[C:25]3[N:26]([C:28]([CH2:31][F:32])=[N:29][N:30]=3)[CH:27]=2)=[CH:6][CH:7]=1, predict the reactants needed to synthesize it. The reactants are: [Cl:1][C:2]1[CH:7]=[CH:6][C:5]([CH:8]2[C:12]3[N:13]([CH3:19])[N:14]=[C:15]([CH:16]4[CH2:18][CH2:17]4)[C:11]=3[C:10](=[O:20])[NH:9]2)=[CH:4][CH:3]=1.Br[C:22]1[CH:23]=[C:24]([CH3:33])[C:25]2[N:26]([C:28]([CH2:31][F:32])=[N:29][N:30]=2)[CH:27]=1. (6) Given the product [F:1][C:2]1[CH:7]=[CH:6][C:5]([NH:8][C:18](=[O:19])[C:17]2[CH:21]=[CH:22][C:14]([O:13][CH3:12])=[CH:15][CH:16]=2)=[CH:4][C:3]=1[N+:9]([O-:11])=[O:10], predict the reactants needed to synthesize it. The reactants are: [F:1][C:2]1[CH:7]=[CH:6][C:5]([NH2:8])=[CH:4][C:3]=1[N+:9]([O-:11])=[O:10].[CH3:12][O:13][C:14]1[CH:22]=[CH:21][C:17]([C:18](Cl)=[O:19])=[CH:16][CH:15]=1.S1C=CC=C1C(Cl)=O.